From a dataset of Forward reaction prediction with 1.9M reactions from USPTO patents (1976-2016). Predict the product of the given reaction. (1) The product is: [C:7]([OH:15])(=[O:24])[CH3:8].[CH2:16]([N:3]([CH2:1][CH3:2])[CH2:4][CH2:5][NH:6][C:7](=[O:15])[C:8]1[CH:9]=[CH:10][C:11]([NH2:14])=[C:12]([Cl:18])[CH:13]=1)[CH3:17]. Given the reactants [CH2:1]([N:3]([CH2:16][CH3:17])[CH2:4][CH2:5][NH:6][C:7](=[O:15])[C:8]1[CH:13]=[CH:12][C:11]([NH2:14])=[CH:10][CH:9]=1)[CH3:2].[Cl:18]N1C(=[O:24])CCC1=O, predict the reaction product. (2) The product is: [Br:1][C:2]1[N:7]=[C:6]([Cl:8])[C:5]([NH:9][CH3:10])=[C:4]([NH2:11])[CH:3]=1. Given the reactants [Br:1][C:2]1[N:7]=[C:6]([Cl:8])[C:5]([NH:9][CH3:10])=[C:4]([N+:11]([O-])=O)[CH:3]=1.[Cl-].[NH4+], predict the reaction product. (3) Given the reactants F[C:2]1[CH:9]=[CH:8][C:5]([CH:6]=[O:7])=[CH:4][C:3]=1[C:10]1[S:11][CH:12]=[CH:13][CH:14]=1.[NH:15]1[CH2:19][CH2:18][CH2:17][CH2:16]1.C([O-])([O-])=O.[K+].[K+].O, predict the reaction product. The product is: [N:15]1([C:2]2[CH:9]=[CH:8][C:5]([CH:6]=[O:7])=[CH:4][C:3]=2[C:10]2[S:11][CH:12]=[CH:13][CH:14]=2)[CH2:19][CH2:18][CH2:17][CH2:16]1. (4) Given the reactants [Cl:1][C:2]1[CH:3]=[CH:4][C:5]([C:28]([F:31])([F:30])[F:29])=[C:6]([CH:27]=1)[CH2:7][N:8]1[CH2:13][CH2:12][NH:11][C:10]2[N:14]=[CH:15][C:16]([C:18]3[CH:19]=[C:20]([CH:24]=[CH:25][CH:26]=3)[C:21](O)=[O:22])=[CH:17][C:9]1=2.[N:32]1([CH2:37][C@@H:38]2[CH2:42][CH2:41][CH2:40][NH:39]2)[CH2:36][CH2:35][CH2:34][CH2:33]1, predict the reaction product. The product is: [Cl:1][C:2]1[CH:3]=[CH:4][C:5]([C:28]([F:29])([F:30])[F:31])=[C:6]([CH:27]=1)[CH2:7][N:8]1[CH2:13][CH2:12][NH:11][C:10]2[N:14]=[CH:15][C:16]([C:18]3[CH:19]=[C:20]([C:21]([N:39]4[CH2:40][CH2:41][CH2:42][C@H:38]4[CH2:37][N:32]4[CH2:36][CH2:35][CH2:34][CH2:33]4)=[O:22])[CH:24]=[CH:25][CH:26]=3)=[CH:17][C:9]1=2. (5) Given the reactants [NH2:1][C:2]1[N:7]=[CH:6][C:5]([C:8]2[CH:13]=[CH:12][C:11]([C:14]3[C:15]([C:20]([O:22]C)=[O:21])=[CH:16][CH:17]=[CH:18][CH:19]=3)=[CH:10][C:9]=2[F:24])=[CH:4][N:3]=1, predict the reaction product. The product is: [NH2:1][C:2]1[N:7]=[CH:6][C:5]([C:8]2[CH:13]=[CH:12][C:11]([C:14]3[C:15]([C:20]([OH:22])=[O:21])=[CH:16][CH:17]=[CH:18][CH:19]=3)=[CH:10][C:9]=2[F:24])=[CH:4][N:3]=1. (6) Given the reactants C([O:4][CH:5]1[C:9]2=[N:10][CH:11]=[C:12]([NH:32][C:33]([C:35]3[N:36]=[C:37]([C:48]4[C:53]([F:54])=[CH:52][CH:51]=[CH:50][C:49]=4[F:55])[S:38][C:39]=3[NH:40]C(OC(C)(C)C)=O)=[O:34])[C:13]([N:14]3[CH2:19][C@H:18]([C:20]([F:23])([F:22])[F:21])[CH2:17][C@H:16]([NH:24]C(OC(C)(C)C)=O)[CH2:15]3)=[C:8]2[CH2:7][CH2:6]1)(=O)C.[OH-].[Na+].O.CO, predict the reaction product. The product is: [NH2:40][C:39]1[S:38][C:37]([C:48]2[C:49]([F:55])=[CH:50][CH:51]=[CH:52][C:53]=2[F:54])=[N:36][C:35]=1[C:33]([NH:32][C:12]1[C:13]([N:14]2[CH2:19][C@H:18]([C:20]([F:22])([F:23])[F:21])[CH2:17][C@H:16]([NH2:24])[CH2:15]2)=[C:8]2[CH2:7][CH2:6][CH:5]([OH:4])[C:9]2=[N:10][CH:11]=1)=[O:34].